This data is from Reaction yield outcomes from USPTO patents with 853,638 reactions. The task is: Predict the reaction yield, written as a fraction of the theoretical maximum amount of product (1.0 means a 100% yield; for example, 0.34 means a 34% yield). (1) The reactants are [NH:1]1[CH2:5][CH2:4][CH:3]([C:6]([O:8][CH2:9]C)=[O:7])[CH2:2]1.[O:11]([C:18]1[CH:19]=[C:20]([CH:23]=[CH:24][CH:25]=1)[CH:21]=O)[C:12]1[CH:17]=[CH:16][CH:15]=[CH:14][CH:13]=1.C(O[BH-](OC(=O)C)OC(=O)C)(=O)C.[Na+]. The catalyst is ClC(Cl)C. The product is [O:11]([C:18]1[CH:19]=[C:20]([CH:23]=[CH:24][CH:25]=1)[CH2:21][N:1]1[CH2:5][CH2:4][CH:3]([C:6]([O:8][CH3:9])=[O:7])[CH2:2]1)[C:12]1[CH:13]=[CH:14][CH:15]=[CH:16][CH:17]=1. The yield is 0.750. (2) The reactants are Cl[C:2]1[C:7]2[C:8]([I:11])=[N:9][NH:10][C:6]=2[CH:5]=[CH:4][N:3]=1.[CH3:12][NH2:13]. The catalyst is C(O)CCC. The product is [I:11][C:8]1[C:7]2[C:2]([NH:13][CH3:12])=[N:3][CH:4]=[CH:5][C:6]=2[NH:10][N:9]=1. The yield is 0.330.